Dataset: Peptide-MHC class I binding affinity with 185,985 pairs from IEDB/IMGT. Task: Regression. Given a peptide amino acid sequence and an MHC pseudo amino acid sequence, predict their binding affinity value. This is MHC class I binding data. The peptide sequence is RQHGFTPSK. The MHC is HLA-B15:17 with pseudo-sequence HLA-B15:17. The binding affinity (normalized) is 0.0847.